Dataset: Catalyst prediction with 721,799 reactions and 888 catalyst types from USPTO. Task: Predict which catalyst facilitates the given reaction. (1) Reactant: [F:1][C:2]([F:23])([F:22])[C:3](=O)[CH2:4][C:5]1[CH:10]=[C:9]([O:11][CH3:12])[CH:8]=[CH:7][C:6]=1[NH:13]C(=O)OC(C)(C)C.FC(F)(F)C(O)=O.O. Product: [F:1][C:2]([F:23])([F:22])[C:3]1[NH:13][C:6]2[C:5]([CH:4]=1)=[CH:10][C:9]([O:11][CH3:12])=[CH:8][CH:7]=2. The catalyst class is: 2. (2) Reactant: [CH2:1]([N:8]([C@H:16]([C@@H:24]([OH:35])[CH2:25][C@@H:26]([NH2:34])[CH2:27][C:28]1[CH:33]=[CH:32][CH:31]=[CH:30][CH:29]=1)[CH2:17][C:18]1[CH:23]=[CH:22][CH:21]=[CH:20][CH:19]=1)[CH2:9][C:10]1[CH:15]=[CH:14][CH:13]=[CH:12][CH:11]=1)[C:2]1[CH:7]=[CH:6][CH:5]=[CH:4][CH:3]=1.C(=O)([O-])[O-].[K+].[K+].[C:42]([O:46][C:47](O[C:47]([O:46][C:42]([CH3:45])([CH3:44])[CH3:43])=[O:48])=[O:48])([CH3:45])([CH3:44])[CH3:43].CN(C)CCN. Product: [CH2:1]([N:8]([C@H:16]([C@@H:24]([OH:35])[CH2:25][C@@H:26]([NH:34][C:47]([O:46][C:42]([CH3:45])([CH3:44])[CH3:43])=[O:48])[CH2:27][C:28]1[CH:33]=[CH:32][CH:31]=[CH:30][CH:29]=1)[CH2:17][C:18]1[CH:19]=[CH:20][CH:21]=[CH:22][CH:23]=1)[CH2:9][C:10]1[CH:15]=[CH:14][CH:13]=[CH:12][CH:11]=1)[C:2]1[CH:7]=[CH:6][CH:5]=[CH:4][CH:3]=1. The catalyst class is: 253.